Dataset: Peptide-MHC class II binding affinity with 134,281 pairs from IEDB. Task: Regression. Given a peptide amino acid sequence and an MHC pseudo amino acid sequence, predict their binding affinity value. This is MHC class II binding data. (1) The peptide sequence is AGRFEVHAQTVEDEA. The MHC is DRB1_0405 with pseudo-sequence DRB1_0405. The binding affinity (normalized) is 0.537. (2) The peptide sequence is YCLEEWMLIAAKMKC. The MHC is DRB1_0101 with pseudo-sequence DRB1_0101. The binding affinity (normalized) is 0.802. (3) The peptide sequence is SLMYFHKRDMRLLSL. The MHC is HLA-DQA10601-DQB10402 with pseudo-sequence HLA-DQA10601-DQB10402. The binding affinity (normalized) is 0.568. (4) The peptide sequence is SLAEGIVLASA. The MHC is DRB1_0801 with pseudo-sequence DRB1_0801. The binding affinity (normalized) is 0. (5) The peptide sequence is SQDLELSWNLNYLQAY. The MHC is DRB1_0401 with pseudo-sequence DRB1_0401. The binding affinity (normalized) is 0.481. (6) The peptide sequence is QIHQYIMALREEYFD. The MHC is HLA-DPA10301-DPB10402 with pseudo-sequence HLA-DPA10301-DPB10402. The binding affinity (normalized) is 0.637. (7) The peptide sequence is SEAVLRGQALLVNSS. The MHC is DRB1_0701 with pseudo-sequence DRB1_0701. The binding affinity (normalized) is 0.356.